This data is from Reaction yield outcomes from USPTO patents with 853,638 reactions. The task is: Predict the reaction yield, written as a fraction of the theoretical maximum amount of product (1.0 means a 100% yield; for example, 0.34 means a 34% yield). (1) The reactants are [CH:1]([OH:10])([C:6]([F:9])([F:8])[F:7])[C:2]([F:5])([F:4])[F:3].[OH-].[Na+].Cl[CH3:14]. The catalyst is O. The product is [CH3:14][O:10][CH:1]([C:6]([F:9])([F:8])[F:7])[C:2]([F:5])([F:4])[F:3]. The yield is 0.580. (2) The reactants are [CH3:1][O:2][C:3]1[CH:4]=[C:5]2[C:10](=[CH:11][C:12]=1[O:13][CH3:14])[N:9]=[CH:8][N:7]=[C:6]2[CH:15]1[CH2:20][CH2:19][NH:18][CH2:17][CH2:16]1.[N+](C1C=CC([O:30][C:31](=O)[NH:32][C:33]2[CH:34]=[N:35][C:36]([O:39][CH:40]3[CH2:43][CH2:42][CH2:41]3)=[CH:37][CH:38]=2)=CC=1)([O-])=O.C(Cl)Cl. The catalyst is CC(C)=O. The product is [CH:40]1([O:39][C:36]2[N:35]=[CH:34][C:33]([NH:32][C:31]([N:18]3[CH2:19][CH2:20][CH:15]([C:6]4[C:5]5[C:10](=[CH:11][C:12]([O:13][CH3:14])=[C:3]([O:2][CH3:1])[CH:4]=5)[N:9]=[CH:8][N:7]=4)[CH2:16][CH2:17]3)=[O:30])=[CH:38][CH:37]=2)[CH2:41][CH2:42][CH2:43]1. The yield is 0.730. (3) The reactants are [C:1](/[C:3](=[C:5]1/[C:6]2[CH:31]=[CH:30][C:29]([F:32])=[CH:28][C:7]=2[O:8][CH2:9][C:10]2[CH:15]=[C:14]([CH2:16][CH:17]([C:23](=O)[CH2:24][CH2:25][CH3:26])[C:18]([O:20]CC)=O)[CH:13]=[CH:12][C:11]/1=2)/[CH3:4])#[N:2].Cl.[C:34](=[NH:37])([NH2:36])[CH3:35].CO.C[O-].[Na+]. The catalyst is CO. The product is [F:32][C:29]1[CH:30]=[CH:31][C:6]2=[C:7]([CH:28]=1)[O:8][CH2:9][C:10]1[CH:15]=[C:14]([CH2:16][C:17]3[C:18](=[O:20])[NH:37][C:34]([CH3:35])=[N:36][C:23]=3[CH2:24][CH2:25][CH3:26])[CH:13]=[CH:12][C:11]=1/[C:5]/2=[C:3](/[CH3:4])\[C:1]#[N:2]. The yield is 0.820. (4) The reactants are [Br:1][C:2]1[CH:7]=[CH:6][C:5]([OH:8])=[C:4]([N+:9]([O-:11])=[O:10])[N:3]=1.C(=O)([O-])[O-:13].[K+].[K+].[CH3:18][CH2:19][O:20][CH2:21][CH3:22]. The catalyst is CC(C)=O.BrCC(OCC)=O. The product is [Br:1][C:2]1[N:3]=[C:4]([N+:9]([O-:11])=[O:10])[C:5]([O:8][CH2:18][C:19]([O:20][CH2:21][CH3:22])=[O:13])=[CH:6][CH:7]=1. The yield is 0.890. (5) The reactants are Br[C:2]1[CH:7]=[CH:6][CH:5]=[CH:4][N:3]=1.[CH2:8]([OH:12])[CH2:9][C:10]#[CH:11]. The catalyst is C(N(CC)CC)C.[Cu+2].[I-].[I-].Cl[Pd](Cl)([P](C1C=CC=CC=1)(C1C=CC=CC=1)C1C=CC=CC=1)[P](C1C=CC=CC=1)(C1C=CC=CC=1)C1C=CC=CC=1. The product is [N:3]1[CH:4]=[CH:5][CH:6]=[CH:7][C:2]=1[C:11]#[C:10][CH2:9][CH2:8][OH:12]. The yield is 0.740. (6) The reactants are I[C:2]1[CH:3]=[C:4]([N:8]2[CH2:13][CH2:12][O:11][CH2:10][CH2:9]2)[CH:5]=[CH:6][CH:7]=1.[C:14]([O:18][C:19](=[O:22])[NH:20][NH2:21])([CH3:17])([CH3:16])[CH3:15].N1C2C(=CC=C3C=2N=CC=C3)C=CC=1.C(=O)([O-])[O-].[Cs+].[Cs+]. The catalyst is CN(C=O)C.[Cu]I.O. The product is [C:14]([O:18][C:19]([N:20]([C:2]1[CH:7]=[CH:6][CH:5]=[C:4]([N:8]2[CH2:13][CH2:12][O:11][CH2:10][CH2:9]2)[CH:3]=1)[NH2:21])=[O:22])([CH3:17])([CH3:16])[CH3:15]. The yield is 0.620.